Task: Regression. Given a peptide amino acid sequence and an MHC pseudo amino acid sequence, predict their binding affinity value. This is MHC class I binding data.. Dataset: Peptide-MHC class I binding affinity with 185,985 pairs from IEDB/IMGT (1) The MHC is HLA-B15:17 with pseudo-sequence HLA-B15:17. The binding affinity (normalized) is 0.0847. The peptide sequence is TKAGMAQYL. (2) The peptide sequence is HAEQGLIQY. The MHC is HLA-A80:01 with pseudo-sequence HLA-A80:01. The binding affinity (normalized) is 0.0847. (3) The peptide sequence is SPFLPLLPI. The MHC is Patr-B1301 with pseudo-sequence Patr-B1301. The binding affinity (normalized) is 1.00. (4) The peptide sequence is YLKEACNHA. The MHC is HLA-B40:01 with pseudo-sequence HLA-B40:01. The binding affinity (normalized) is 0.0847. (5) The peptide sequence is YYPEDPVKL. The MHC is HLA-B07:02 with pseudo-sequence HLA-B07:02. The binding affinity (normalized) is 0.0847. (6) The peptide sequence is RPRHQGVMV. The MHC is HLA-A02:01 with pseudo-sequence HLA-A02:01. The binding affinity (normalized) is 0.0847.